From a dataset of Full USPTO retrosynthesis dataset with 1.9M reactions from patents (1976-2016). Predict the reactants needed to synthesize the given product. (1) Given the product [CH2:1]([C@@:5]1([CH2:39][CH3:40])[NH:11][C@H:10]([C:12]2[CH:13]=[CH:14][CH:15]=[CH:16][CH:17]=2)[C:9]2[CH:18]=[C:19]([O:35][CH3:36])[C:20]([CH2:22][NH:23][CH:24]([CH2:30][C:31]([OH:33])=[O:32])[CH2:25][C:26]([OH:28])=[O:27])=[CH:21][C:8]=2[S:7](=[O:37])(=[O:38])[CH2:6]1)[CH2:2][CH2:3][CH3:4], predict the reactants needed to synthesize it. The reactants are: [CH2:1]([C@@:5]1([CH2:39][CH3:40])[NH:11][C@H:10]([C:12]2[CH:17]=[CH:16][CH:15]=[CH:14][CH:13]=2)[C:9]2[CH:18]=[C:19]([O:35][CH3:36])[C:20]([CH2:22][NH:23][CH:24]([CH2:30][C:31]([O:33]C)=[O:32])[CH2:25][C:26]([O:28]C)=[O:27])=[CH:21][C:8]=2[S:7](=[O:38])(=[O:37])[CH2:6]1)[CH2:2][CH2:3][CH3:4].[OH-].[Na+]. (2) Given the product [Cl:1][C:2]1[N:7]=[CH:6][N:5]=[C:4]2[C:3]=1[NH:10][CH:11]=[N:9]2, predict the reactants needed to synthesize it. The reactants are: [Cl:1][C:2]1[N:7]=[C:6](C)[N:5]=[C:4]([NH2:9])[C:3]=1[NH2:10].[CH:11](=O)C1C=CC=CC=1. (3) Given the product [OH:33][C:30]1([CH2:34][CH2:35][N:36]2[CH2:41][CH2:40][C@H:39]([OH:42])[C@@H:38]([CH3:43])[CH2:37]2)[CH2:31][CH2:32][CH:27]([NH:26][C:22]([C:16]2[NH:17][C:18]3[C:14]([CH:15]=2)=[C:13]([O:12][CH2:11][C:8]2[C:7]4[C:2]([F:1])=[CH:3][C:4]([F:25])=[CH:5][C:6]=4[O:10][CH:9]=2)[CH:21]=[CH:20][CH:19]=3)=[O:23])[CH2:28][CH2:29]1, predict the reactants needed to synthesize it. The reactants are: [F:1][C:2]1[C:7]2[C:8]([CH2:11][O:12][C:13]3[CH:21]=[CH:20][CH:19]=[C:18]4[C:14]=3[CH:15]=[C:16]([C:22](O)=[O:23])[NH:17]4)=[CH:9][O:10][C:6]=2[CH:5]=[C:4]([F:25])[CH:3]=1.[NH2:26][CH:27]1[CH2:32][CH2:31][C:30]([CH2:34][CH2:35][N:36]2[CH2:41][CH2:40][C@H:39]([OH:42])[C@@H:38]([CH3:43])[CH2:37]2)([OH:33])[CH2:29][CH2:28]1. (4) Given the product [CH:4]([C:7]1[O:11][N:10]=[C:9]([C:12]([NH:2][NH2:3])=[O:14])[CH:8]=1)([CH3:6])[CH3:5], predict the reactants needed to synthesize it. The reactants are: O.[NH2:2][NH2:3].[CH:4]([C:7]1[O:11][N:10]=[C:9]([C:12]([O:14]CC)=O)[CH:8]=1)([CH3:6])[CH3:5]. (5) Given the product [Cl:1][C:2]1[CH:7]=[CH:6][CH:5]=[CH:4][C:3]=1[C:8]1[C:12]([C:13]2[N:17]([CH2:18][O:19][CH2:20][CH2:21][Si:22]([CH3:25])([CH3:24])[CH3:23])[CH:16]=[N:15][N:14]=2)=[CH:11][N:10]([C:26]2[C:31]([CH3:32])=[CH:30][N:29]=[C:28]([NH:33][C:34](=[O:37])[O:35][CH3:36])[CH:27]=2)[N:9]=1, predict the reactants needed to synthesize it. The reactants are: [Cl:1][C:2]1[CH:7]=[CH:6][CH:5]=[CH:4][C:3]=1[C:8]1[C:12]([C:13]2[N:17]([CH2:18][O:19][CH2:20][CH2:21][Si:22]([CH3:25])([CH3:24])[CH3:23])[CH:16]=[N:15][N:14]=2)=[CH:11][N:10]([C:26]2[C:31]([CH3:32])=[CH:30][N:29]=[C:28]([NH2:33])[CH:27]=2)[N:9]=1.[C:34](Cl)(=[O:37])[O:35][CH3:36].[OH-].[Na+]. (6) The reactants are: [CH3:1][C@@H:2]1[CH2:6][CH2:5][CH2:4][N:3]1[CH2:7][CH2:8][CH2:9][O:10][C:11]1[CH:16]=[CH:15][C:14]([N:17]2[CH:21]=[C:20]([NH:22][C:23](=[O:25])[CH3:24])[CH:19]=[N:18]2)=[CH:13][CH:12]=1.[H-].[Na+].I[CH3:29]. Given the product [CH3:29][N:22]([C:20]1[CH:19]=[N:18][N:17]([C:14]2[CH:15]=[CH:16][C:11]([O:10][CH2:9][CH2:8][CH2:7][N:3]3[CH2:4][CH2:5][CH2:6][C@H:2]3[CH3:1])=[CH:12][CH:13]=2)[CH:21]=1)[C:23](=[O:25])[CH3:24], predict the reactants needed to synthesize it. (7) Given the product [Br:1][C:2]1[CH:10]=[CH:9][C:5]([C:6]2[CH2:14][CH:13]([CH2:12][OH:15])[O:8][N:7]=2)=[CH:4][C:3]=1[F:11], predict the reactants needed to synthesize it. The reactants are: [Br:1][C:2]1[CH:10]=[CH:9][C:5]([CH:6]=[N:7][OH:8])=[CH:4][C:3]=1[F:11].[CH2:12]([OH:15])[CH:13]=[CH2:14]. (8) Given the product [F:27][C:19]1[CH:18]=[C:17]([N:9]2[CH:10]=[C:11]([C:13]([F:16])([F:15])[F:14])[N:12]=[C:8]2[C:5]2[CH:6]=[CH:7][C:2]([C:33]3[N:34]=[CH:35][S:36][CH:37]=3)=[CH:3][CH:4]=2)[CH:22]=[CH:21][C:20]=1[S:23]([CH3:26])(=[O:25])=[O:24], predict the reactants needed to synthesize it. The reactants are: Br[C:2]1[CH:7]=[CH:6][C:5]([C:8]2[N:9]([C:17]3[CH:22]=[CH:21][C:20]([S:23]([CH3:26])(=[O:25])=[O:24])=[C:19]([F:27])[CH:18]=3)[CH:10]=[C:11]([C:13]([F:16])([F:15])[F:14])[N:12]=2)=[CH:4][CH:3]=1.C([Sn](CCCC)(CCCC)[C:33]1[N:34]=[CH:35][S:36][CH:37]=1)CCC.[Cl-]. (9) Given the product [N+:1]([C:4]1[CH:13]=[CH:12][C:7]2[N:8]([CH:15]([CH2:20][CH3:21])[C:16]([O:18][CH3:19])=[O:17])[C:9](=[N:11][C:35](=[O:37])[C:34]3[CH:40]=[CH:41][C:24]([CH3:25])=[CH:23][CH:22]=3)[S:10][C:6]=2[CH:5]=1)([O-:3])=[O:2], predict the reactants needed to synthesize it. The reactants are: [N+:1]([C:4]1[CH:13]=[CH:12][C:7]2[N:8]=[C:9]([NH2:11])[S:10][C:6]=2[CH:5]=1)([O-:3])=[O:2].Br[CH:15]([CH2:20][CH3:21])[C:16]([O:18][CH3:19])=[O:17].[CH3:22][C:23]1C=CC2N=C(N)S[C:25]=2[CH:24]=1.Br[CH:34]([CH2:40][CH3:41])[C:35]([O:37]CC)=O.